Dataset: Forward reaction prediction with 1.9M reactions from USPTO patents (1976-2016). Task: Predict the product of the given reaction. (1) Given the reactants [C:1]([O:5][C:6]([N:8]1[CH2:17][CH2:16][C:15]2[NH:14][N:13]=[C:12]([C:18]3[CH:23]=[CH:22][C:21]([Cl:24])=[CH:20][CH:19]=3)[C:11]=2[CH2:10][CH2:9]1)=[O:7])([CH3:4])([CH3:3])[CH3:2].[CH3:25][O:26][C:27]1[CH:34]=[CH:33][C:30]([CH2:31]Cl)=[C:29]([CH3:35])[CH:28]=1.C(C=P(CCCC)(CCCC)CCCC)#N, predict the reaction product. The product is: [C:1]([O:5][C:6]([N:8]1[CH2:17][CH2:16][C:15]2[N:14]([CH2:31][C:30]3[CH:33]=[CH:34][C:27]([O:26][CH3:25])=[CH:28][C:29]=3[CH3:35])[N:13]=[C:12]([C:18]3[CH:23]=[CH:22][C:21]([Cl:24])=[CH:20][CH:19]=3)[C:11]=2[CH2:10][CH2:9]1)=[O:7])([CH3:4])([CH3:2])[CH3:3]. (2) The product is: [NH2:4][CH:5]1[CH2:16][C:17]2[C:18](=[C:19]([CH3:24])[CH:20]=[C:21]([Cl:23])[CH:22]=2)[N:25]([OH:27])[C:6]1=[O:7]. Given the reactants C([NH:4][C:5]([CH2:16][C:17]1[CH:22]=[C:21]([Cl:23])[CH:20]=[C:19]([CH3:24])[C:18]=1[N+:25]([O-:27])=O)(C(OCC)=O)[C:6](OCC)=[O:7])(=O)C.C(NC(CC1C=CC(Br)=CC=1[N+]([O-])=O)(C(OCC)=O)C(OCC)=O)(=O)C.BrCC1C=C(Cl)C=C(C)C=1[N+]([O-])=O, predict the reaction product. (3) Given the reactants [CH3:1][O:2][C:3]1[CH:4]=[C:5]([C:13]2[CH:18]=[CH:17][C:16]([N+:19]([O-:21])=[O:20])=[CH:15][CH:14]=2)[CH:6]=[CH:7][C:8]=1[C:9]([O:11]C)=[O:10].CO.O.[OH-].[Na+], predict the reaction product. The product is: [CH3:1][O:2][C:3]1[CH:4]=[C:5]([C:13]2[CH:18]=[CH:17][C:16]([N+:19]([O-:21])=[O:20])=[CH:15][CH:14]=2)[CH:6]=[CH:7][C:8]=1[C:9]([OH:11])=[O:10]. (4) The product is: [OH:30][CH2:29][CH2:28][CH2:27][CH2:26][NH:25][C:3](=[O:24])[C:4]1[CH:9]=[CH:8][C:7]([O:10][CH2:11][C:12]2[C:13]([C:18]3[CH:19]=[CH:20][CH:21]=[CH:22][CH:23]=3)=[N:14][O:15][C:16]=2[CH3:17])=[N:6][CH:5]=1. Given the reactants CO[C:3](=[O:24])[C:4]1[CH:9]=[CH:8][C:7]([O:10][CH2:11][C:12]2[C:13]([C:18]3[CH:23]=[CH:22][CH:21]=[CH:20][CH:19]=3)=[N:14][O:15][C:16]=2[CH3:17])=[N:6][CH:5]=1.[NH2:25][CH2:26][CH2:27][CH2:28][CH2:29][OH:30].N12CCCNC1=NCCC2.C(=O)(O)[O-].[Na+], predict the reaction product. (5) The product is: [F:11][C:3]1[CH:4]=[C:5]([NH:8][C:9]2[O:34][C:14]([C:15]([NH:17][C:18]3[CH:19]=[CH:20][C:21]([O:24][C@@H:25]4[CH2:29][CH2:28][C@@H:27]([C:30]([O:32][CH3:33])=[O:31])[CH2:26]4)=[N:22][CH:23]=3)=[O:16])=[N:12][N:13]=2)[CH:6]=[CH:7][C:2]=1[F:1]. Given the reactants [F:1][C:2]1[CH:7]=[CH:6][C:5]([N:8]=[C:9]=S)=[CH:4][C:3]=1[F:11].[NH:12]([C:14](=[O:34])[C:15]([NH:17][C:18]1[CH:19]=[CH:20][C:21]([O:24][C@@H:25]2[CH2:29][CH2:28][C@@H:27]([C:30]([O:32][CH3:33])=[O:31])[CH2:26]2)=[N:22][CH:23]=1)=[O:16])[NH2:13].Cl.CN(C)CCCN=C=NCC, predict the reaction product. (6) The product is: [CH2:1]([N:8]1[CH2:13][CH2:12][C@@H:11]([CH3:14])[C@@H:10]([N:15]2[C:16]3=[C:17]4[CH:27]=[CH:26][N:25]([CH2:28][O:29][CH2:30][CH2:31][Si:32]([CH3:35])([CH3:33])[CH3:34])[C:18]4=[N:19][CH:20]=[C:21]3[CH:22]=[C:23]2[CH3:24])[CH2:9]1)[C:2]1[CH:3]=[CH:4][CH:5]=[CH:6][CH:7]=1. Given the reactants [CH2:1]([N:8]1[CH2:13][CH2:12][C@@H:11]([CH3:14])[C@@H:10]([NH:15][C:16]2[C:17]3[CH:27]=[CH:26][N:25]([CH2:28][O:29][CH2:30][CH2:31][Si:32]([CH3:35])([CH3:34])[CH3:33])[C:18]=3[N:19]=[CH:20][C:21]=2[C:22]#[C:23][CH3:24])[CH2:9]1)[C:2]1[CH:7]=[CH:6][CH:5]=[CH:4][CH:3]=1.CC(C)([O-])C.[K+].[Cl-].[NH4+], predict the reaction product. (7) Given the reactants [O-]CC.[Na+].[NH2:5][C:6]1[NH:10][N:9]=[C:8]([CH3:11])[C:7]=1[C:12]([O:14][CH2:15][CH3:16])=[O:13].CN1[CH:25]=[CH:24][C:22](=[O:23])N(C)C1=O, predict the reaction product. The product is: [CH3:11][C:8]1[C:7]([C:12]([O:14][CH2:15][CH3:16])=[O:13])=[C:6]2[NH:5][C:22](=[O:23])[CH:24]=[CH:25][N:10]2[N:9]=1. (8) Given the reactants O1C2C=CC=CC=2OB1.[Br:10][C:11]1[C:12]([N:27]2[CH2:32][CH2:31][CH:30]([C:33]3[O:37][N:36]=[C:35]([CH:38]([CH3:40])[CH3:39])[N:34]=3)[CH2:29][CH2:28]2)=[C:13]([C:19](=[O:26])[C:20]([O:22][CH:23]([CH3:25])[CH3:24])=[O:21])[C:14]([CH3:18])=[N:15][C:16]=1[CH3:17].CB1N2CCC[C@@H]2C(C2C=CC=CC=2)(C2C=CC=CC=2)O1, predict the reaction product. The product is: [Br:10][C:11]1[C:12]([N:27]2[CH2:32][CH2:31][CH:30]([C:33]3[O:37][N:36]=[C:35]([CH:38]([CH3:40])[CH3:39])[N:34]=3)[CH2:29][CH2:28]2)=[C:13]([C@H:19]([OH:26])[C:20]([O:22][CH:23]([CH3:25])[CH3:24])=[O:21])[C:14]([CH3:18])=[N:15][C:16]=1[CH3:17]. (9) Given the reactants [H-].[H-].[H-].[H-].[Li+].[Al+3].[C:7]1([CH:13]2[CH2:18][CH2:17][N:16]([C:19]([CH:21]3[CH2:27][CH2:26][C:25]4[CH:28]=[CH:29][CH:30]=[CH:31][C:24]=4[C:23](=[O:32])[CH2:22]3)=O)[CH2:15][CH2:14]2)[CH:12]=[CH:11][CH:10]=[CH:9][CH:8]=1, predict the reaction product. The product is: [C:7]1([CH:13]2[CH2:14][CH2:15][N:16]([CH2:19][C@@H:21]3[CH2:27][CH2:26][C:25]4[CH:28]=[CH:29][CH:30]=[CH:31][C:24]=4[C@H:23]([OH:32])[CH2:22]3)[CH2:17][CH2:18]2)[CH:8]=[CH:9][CH:10]=[CH:11][CH:12]=1. (10) Given the reactants Br[C:2]1[CH:3]=[C:4]([CH:9]=[CH:10][C:11]([O:13]CC)=[O:12])[CH:5]=[CH:6][C:7]=1[OH:8].[CH3:16][O:17][C:18]1[CH:42]=[CH:41][C:21]([CH2:22][O:23][C:24]2[C:25](B(O)O)=[CH:26][C:27]3[C:28]([CH3:37])([CH3:36])[CH2:29][CH2:30][C:31]([CH3:35])([CH3:34])[C:32]=3[CH:33]=2)=[CH:20][CH:19]=1, predict the reaction product. The product is: [OH:8][C:7]1[CH:2]=[CH:3][C:4]([CH:9]=[CH:10][C:11]([OH:13])=[O:12])=[CH:5][C:6]=1[C:25]1[C:24]([O:23][CH2:22][C:21]2[CH:41]=[CH:42][C:18]([O:17][CH3:16])=[CH:19][CH:20]=2)=[CH:33][C:32]2[C:31]([CH3:35])([CH3:34])[CH2:30][CH2:29][C:28]([CH3:37])([CH3:36])[C:27]=2[CH:26]=1.